Dataset: Forward reaction prediction with 1.9M reactions from USPTO patents (1976-2016). Task: Predict the product of the given reaction. (1) Given the reactants [Br:1][C:2]1[CH:7]=[C:6]([N+]([O-])=O)[CH:5]=[C:4]([Br:11])[CH:3]=1.[OH-].[K+].[CH3:14][O:15][C:16]1[CH:17]=[CH:18][C:19]([CH2:22][OH:23])=[CH:20][CH:21]=1, predict the reaction product. The product is: [Br:1][C:2]1[CH:7]=[C:6]([O:23][CH2:22][C:19]2[CH:18]=[CH:17][C:16]([O:15][CH3:14])=[CH:21][CH:20]=2)[CH:5]=[C:4]([Br:11])[CH:3]=1. (2) The product is: [Cl:1][C:2]1[CH:13]=[CH:12][C:11]([Cl:14])=[CH:10][C:3]=1[C:4]([NH:6][CH2:7][CH2:8][N:16]([CH:18]=[O:21])[OH:17])=[O:5]. Given the reactants [Cl:1][C:2]1[CH:13]=[CH:12][C:11]([Cl:14])=[CH:10][C:3]=1[C:4]([NH:6][CH2:7][CH:8]=O)=[O:5].Cl.[NH2:16][OH:17].[C:18]([O-:21])(=O)C.[Na+], predict the reaction product. (3) Given the reactants [BH4-].[Na+].[C:3]([C:5]1[CH:6]=[N:7][CH:8]=[CH:9][C:10]=1[CH2:11][C:12](OC)=[O:13])#[N:4].C(OCC)(=O)C, predict the reaction product. The product is: [OH:13][CH2:12][CH2:11][C:10]1[C:5]([C:3]#[N:4])=[CH:6][N:7]=[CH:8][CH:9]=1. (4) Given the reactants [NH2:1][C:2](=O)[C@@H:3]([NH:19][C:20]([C:22]1([NH:28][C:29](=[O:35])[O:30][C:31]([CH3:34])([CH3:33])[CH3:32])[CH2:27][CH2:26][O:25][CH2:24][CH2:23]1)=[O:21])[CH2:4][C:5]1[CH:10]=[CH:9][C:8]([C:11]2[CH:16]=[CH:15][C:14]([C:17]#[N:18])=[CH:13][CH:12]=2)=[CH:7][CH:6]=1.CC[N+](S(N=C(OC)[O-])(=O)=O)(CC)CC, predict the reaction product. The product is: [C:2]([C@@H:3]([NH:19][C:20]([C:22]1([NH:28][C:29](=[O:35])[O:30][C:31]([CH3:33])([CH3:32])[CH3:34])[CH2:27][CH2:26][O:25][CH2:24][CH2:23]1)=[O:21])[CH2:4][C:5]1[CH:10]=[CH:9][C:8]([C:11]2[CH:12]=[CH:13][C:14]([C:17]#[N:18])=[CH:15][CH:16]=2)=[CH:7][CH:6]=1)#[N:1]. (5) Given the reactants [C:1]([C:5]1[CH:10]=[C:9]([SH:11])[CH:8]=[C:7]([C:12]([CH3:15])([CH3:14])[CH3:13])[C:6]=1[OH:16])([CH3:4])([CH3:3])[CH3:2].Br[CH2:18][C:19]1[CH:24]=[CH:23][C:22]([C:25]2[CH:30]=[CH:29][CH:28]=[CH:27][C:26]=2[C:31]#[N:32])=[CH:21][CH:20]=1.ClC1C=C(C=CC=1)C(OO)=[O:38], predict the reaction product. The product is: [C:1]([C:5]1[CH:10]=[C:9]([S:11]([CH2:18][C:19]2[CH:24]=[CH:23][C:22]([C:25]3[C:26]([C:31]#[N:32])=[CH:27][CH:28]=[CH:29][CH:30]=3)=[CH:21][CH:20]=2)=[O:38])[CH:8]=[C:7]([C:12]([CH3:15])([CH3:14])[CH3:13])[C:6]=1[OH:16])([CH3:4])([CH3:3])[CH3:2]. (6) Given the reactants [Br:1][C:2]1[CH:3]=[C:4]2[C:9](=[CH:10][CH:11]=1)[C:8](O)=[CH:7][CH:6]=[CH:5]2.[CH2:13](Cl)[C:14]1[CH:19]=[CH:18][CH:17]=[CH:16][CH:15]=1.C(=O)([O-])[O-:22].[K+].[K+].[I-].[Na+], predict the reaction product. The product is: [CH2:13]([O:22][C:7]1[CH:6]=[CH:5][C:4]2[C:9](=[CH:10][CH:11]=[C:2]([Br:1])[CH:3]=2)[CH:8]=1)[C:14]1[CH:19]=[CH:18][CH:17]=[CH:16][CH:15]=1. (7) Given the reactants Cl.[Cl:2][C:3]1[C:4]([CH:10]2[CH2:15][CH2:14][CH2:13][CH2:12][CH:11]2[NH2:16])=[N:5][CH:6]=[C:7]([Cl:9])[CH:8]=1.C(N(CC)CC)C.[F:24][C:25]([F:36])([F:35])[C:26]1[CH:34]=[CH:33][CH:32]=[CH:31][C:27]=1[C:28](Cl)=[O:29], predict the reaction product. The product is: [Cl:2][C:3]1[C:4]([CH:10]2[CH2:15][CH2:14][CH2:13][CH2:12][CH:11]2[NH:16][C:28](=[O:29])[C:27]2[CH:31]=[CH:32][CH:33]=[CH:34][C:26]=2[C:25]([F:24])([F:35])[F:36])=[N:5][CH:6]=[C:7]([Cl:9])[CH:8]=1.